Dataset: Blood-brain barrier penetration binary classification data from Martins et al.. Task: Regression/Classification. Given a drug SMILES string, predict its absorption, distribution, metabolism, or excretion properties. Task type varies by dataset: regression for continuous measurements (e.g., permeability, clearance, half-life) or binary classification for categorical outcomes (e.g., BBB penetration, CYP inhibition). Dataset: bbb_martins. (1) The compound is O=C(Cc1ccc(Cl)c(Cl)c1)N1CCc2[nH]cnc2[C@H]1CN1CCCC1. The result is 0 (does not penetrate BBB). (2) The molecule is C/C=C/C1=C(C(=O)O)N2C(=O)[C@@H](NC(=O)[C@H](N)c3ccc(O)cc3)[C@H]2SC1.O. The result is 0 (does not penetrate BBB). (3) The drug is O=C(c1ccccn1)c1cnn2c(-c3ccncc3)ccnc12. The result is 1 (penetrates BBB). (4) The compound is CC(=O)NCCC[C@H](NC(C)=O)C(=O)O. The result is 1 (penetrates BBB).